Dataset: Forward reaction prediction with 1.9M reactions from USPTO patents (1976-2016). Task: Predict the product of the given reaction. Given the reactants Cl[CH:2]1[C:6](=O)[CH2:5][O:4][C:3]1=[O:8].[NH2:9][C:10]([NH2:12])=[S:11], predict the reaction product. The product is: [NH2:9][C:10]1[S:11][C:6]([C:3]([O:4][CH2:5][CH:6]=[CH2:2])=[O:8])=[C:2]([CH2:3][OH:4])[N:12]=1.